From a dataset of Catalyst prediction with 721,799 reactions and 888 catalyst types from USPTO. Predict which catalyst facilitates the given reaction. (1) Reactant: Br[C:2]1[CH:3]=[N:4][CH:5]=[CH:6][C:7]=1[CH3:8].[C:9](=[N:22][NH2:23])([C:16]1[CH:21]=[CH:20][CH:19]=[CH:18][CH:17]=1)[C:10]1[CH:15]=[CH:14][CH:13]=[CH:12][CH:11]=1.C1(P(C2C=CC=CC=2)C2C3OC4C(=CC=CC=4P(C4C=CC=CC=4)C4C=CC=CC=4)C(C)(C)C=3C=CC=2)C=CC=CC=1.CC(C)([O-])C.[Na+]. Product: [C:10]1([C:9]([C:16]2[CH:21]=[CH:20][CH:19]=[CH:18][CH:17]=2)=[N:22][NH:23][C:2]2[CH:3]=[N:4][CH:5]=[CH:6][C:7]=2[CH3:8])[CH:11]=[CH:12][CH:13]=[CH:14][CH:15]=1. The catalyst class is: 11. (2) Reactant: C(OC([NH:8][C@@H:9]([CH2:15][CH2:16][C:17](=O)[CH2:18][CH3:19])[C:10]([O:12][CH2:13][CH3:14])=[O:11])=O)(C)(C)C.FC(F)(F)C(O)=O. Product: [CH2:18]([C:17]1[CH2:16][CH2:15][C@@H:9]([C:10]([O:12][CH2:13][CH3:14])=[O:11])[N:8]=1)[CH3:19]. The catalyst class is: 4.